Regression/Classification. Given a drug SMILES string, predict its toxicity properties. Task type varies by dataset: regression for continuous values (e.g., LD50, hERG inhibition percentage) or binary classification for toxic/non-toxic outcomes (e.g., AMES mutagenicity, cardiotoxicity, hepatotoxicity). Dataset: ames. From a dataset of Ames mutagenicity test results for genotoxicity prediction. (1) The molecule is COc1c(C=O)c(O)cc2c1C(=O)c1ccccc1C2=O. The result is 0 (non-mutagenic). (2) The compound is NC(Cc1ccc(F)cc1)C(=O)O. The result is 0 (non-mutagenic).